This data is from Catalyst prediction with 721,799 reactions and 888 catalyst types from USPTO. The task is: Predict which catalyst facilitates the given reaction. (1) Reactant: [Cl:1][C:2]1[CH:3]=[C:4]([CH2:14][N:15]2[C:19]([CH3:20])=[CH:18][C:17]([NH2:21])=[N:16]2)[C:5]2[O:9][C:8]([CH:10]([CH3:12])[CH3:11])=[CH:7][C:6]=2[CH:13]=1.CCN=C=NCCCN(C)C.C1C=CC2N(O)N=NC=2C=1.[OH:43][C@@H:44]1[CH2:49][CH2:48][C@H:47]([C:50]([OH:52])=[O:51])[CH2:46][CH2:45]1. Product: [Cl:1][C:2]1[CH:3]=[C:4]([CH2:14][N:15]2[C:19]([CH3:20])=[CH:18][C:17]([NH:21][C:50]([C@H:47]3[CH2:48][CH2:49][C@@H:44]([OH:43])[CH2:45][CH2:46]3)=[O:51])=[N:16]2)[C:5]2[O:9][C:8]([CH:10]([CH3:12])[CH3:11])=[CH:7][C:6]=2[CH:13]=1.[Cl:1][C:2]1[CH:3]=[C:4]([CH2:14][N:15]2[C:19]([CH3:20])=[CH:18][C:17]([NH:21][C:50]([C@H:47]3[CH2:46][CH2:45][C@H:44]([OH:43])[CH2:49][CH2:48]3)=[O:52])=[N:16]2)[C:5]2[O:9][C:8]([CH:10]([CH3:12])[CH3:11])=[CH:7][C:6]=2[CH:13]=1. The catalyst class is: 3. (2) Reactant: [NH2:1][CH:2]([CH:10]([CH3:12])[CH3:11])[C:3]([O:5][C:6]([CH3:9])([CH3:8])[CH3:7])=[O:4].[C:13]([C:15]1[CH:22]=[CH:21][C:18]([CH2:19]Br)=[C:17]([F:23])[CH:16]=1)#[N:14].C([O-])(O)=O.[Na+].O. Product: [C:13]([C:15]1[CH:22]=[CH:21][C:18]([CH2:19][NH:1][CH:2]([CH:10]([CH3:12])[CH3:11])[C:3]([O:5][C:6]([CH3:7])([CH3:9])[CH3:8])=[O:4])=[C:17]([F:23])[CH:16]=1)#[N:14]. The catalyst class is: 3.